This data is from Forward reaction prediction with 1.9M reactions from USPTO patents (1976-2016). The task is: Predict the product of the given reaction. (1) Given the reactants [C:1]([O:5][C:6](=[O:17])[NH:7][CH2:8][C:9]1[CH:14]=[CH:13][C:12]([CH2:15][OH:16])=[CH:11][CH:10]=1)([CH3:4])([CH3:3])[CH3:2], predict the reaction product. The product is: [C:1]([O:5][C:6](=[O:17])[NH:7][CH2:8][C:9]1[CH:10]=[CH:11][C:12]([CH:15]=[O:16])=[CH:13][CH:14]=1)([CH3:4])([CH3:2])[CH3:3]. (2) The product is: [CH2:1]([C:3]1([OH:36])[C:8]2[CH:9]=[C:10]3[N:18]([C:19](=[O:20])[C:7]=2[CH2:6][O:5][C:4]1=[O:35])[CH2:17][C:16]1[C:15]([CH2:21][CH2:22][Si:23]([CH3:30])([CH3:29])[CH2:24][CH2:25][C:26]([N:39]([CH3:40])[CH3:38])=[O:28])=[C:14]2[CH:31]=[CH:32][CH:33]=[CH:34][C:13]2=[N:12][C:11]3=1)[CH3:2]. Given the reactants [CH2:1]([C:3]1([OH:36])[C:8]2[CH:9]=[C:10]3[N:18]([C:19](=[O:20])[C:7]=2[CH2:6][O:5][C:4]1=[O:35])[CH2:17][C:16]1[C:15]([CH2:21][CH2:22][Si:23]([CH3:30])([CH3:29])[CH2:24][CH2:25][C:26]([OH:28])=O)=[C:14]2[CH:31]=[CH:32][CH:33]=[CH:34][C:13]2=[N:12][C:11]3=1)[CH3:2].Cl.[CH3:38][N:39](C)[CH2:40]CCN=C=NCC.ON1C2C=CC=CC=2N=N1.CNC.C(N(C(C)C)CC)(C)C, predict the reaction product.